From a dataset of Full USPTO retrosynthesis dataset with 1.9M reactions from patents (1976-2016). Predict the reactants needed to synthesize the given product. (1) Given the product [Br:1][C:2]1[CH:3]=[C:4]2[C:8](=[CH:9][CH:10]=1)[NH:7][C:6]([C:20]([O:22][CH2:23][CH3:24])=[O:21])=[C:5]2[S:25]([N:28]1[CH2:33][CH2:32][O:31][CH2:30][CH2:29]1)(=[O:26])=[O:27], predict the reactants needed to synthesize it. The reactants are: [Br:1][C:2]1[CH:3]=[C:4]2[C:8](=[CH:9][CH:10]=1)[N:7](S(C1C=CC=CC=1)(=O)=O)[C:6]([C:20]([O:22][CH2:23][CH3:24])=[O:21])=[C:5]2[S:25]([N:28]1[CH2:33][CH2:32][O:31][CH2:30][CH2:29]1)(=[O:27])=[O:26].[OH-].[Na+].C(OCC)(=O)C. (2) Given the product [Cl:23][C:24]1[CH:29]=[CH:28][CH:27]=[C:26]([Cl:30])[C:25]=1[CH2:31][S:32]([C:35]1[CH:36]=[C:37]2[C:41](=[CH:42][CH:43]=1)[NH:40][C:39](=[O:44])/[C:38]/2=[CH:21]\[C:3]1[NH:4][C:5]2[CH2:11][CH2:10][CH2:9][N:8]([CH2:12][CH2:13][N:14]3[CH2:19][CH2:18][O:17][CH2:16][CH2:15]3)[C:7](=[O:20])[C:6]=2[C:2]=1[CH3:1])(=[O:33])=[O:34], predict the reactants needed to synthesize it. The reactants are: [CH3:1][C:2]1[C:6]2[C:7](=[O:20])[N:8]([CH2:12][CH2:13][N:14]3[CH2:19][CH2:18][O:17][CH2:16][CH2:15]3)[CH2:9][CH2:10][CH2:11][C:5]=2[NH:4][C:3]=1[CH:21]=O.[Cl:23][C:24]1[CH:29]=[CH:28][CH:27]=[C:26]([Cl:30])[C:25]=1[CH2:31][S:32]([C:35]1[CH:36]=[C:37]2[C:41](=[CH:42][CH:43]=1)[NH:40][C:39](=[O:44])[CH2:38]2)(=[O:34])=[O:33].N1CCCCC1. (3) Given the product [Cl:18][C:11]1[CH:10]=[C:9](/[CH:8]=[C:4]2/[C:5](=[O:7])[N:6]3[CH:20]=[C:21]([C:23]4[C:28]([F:29])=[CH:27][CH:26]=[CH:25][C:24]=4[F:30])[N:1]=[C:2]3[S:3]/2)[CH:14]=[C:13]([O:15][CH3:16])[C:12]=1[OH:17], predict the reactants needed to synthesize it. The reactants are: [NH2:1][C:2]1[S:3]/[C:4](=[CH:8]\[C:9]2[CH:14]=[C:13]([O:15][CH3:16])[C:12]([OH:17])=[C:11]([Cl:18])[CH:10]=2)/[C:5](=[O:7])[N:6]=1.Br[CH2:20][C:21]([C:23]1[C:28]([F:29])=[CH:27][CH:26]=[CH:25][C:24]=1[F:30])=O. (4) The reactants are: C([Li])(C)(C)C.Br[C:7]1[CH:17]=[CH:16][C:10]2[O:11][C:12]([F:15])([F:14])[O:13][C:9]=2[CH:8]=1.C([O:21][B:22](OC(C)C)[O:23]C(C)C)(C)C.[OH-].[Na+].Cl. Given the product [F:14][C:12]1([F:15])[O:11][C:10]2[CH:16]=[CH:17][C:7]([O:23][B:22]=[O:21])=[CH:8][C:9]=2[O:13]1, predict the reactants needed to synthesize it. (5) Given the product [CH:28]1([C:34]([N:9]2[CH2:8][CH:7]([C:13]3[CH:18]=[CH:17][C:16]([OH:19])=[CH:15][CH:14]=3)[C:6]3[C:11](=[CH:12][C:3]([OH:2])=[CH:4][CH:5]=3)[CH2:10]2)=[O:35])[CH2:33][CH2:32][CH2:31][CH2:30][CH2:29]1, predict the reactants needed to synthesize it. The reactants are: C[O:2][C:3]1[CH:12]=[C:11]2[C:6]([CH:7]([C:13]3[CH:18]=[CH:17][C:16]([O:19]C)=[CH:15][CH:14]=3)[CH2:8][NH:9][CH2:10]2)=[CH:5][CH:4]=1.C(N(CC)CC)C.[CH:28]1([C:34](Cl)=[O:35])[CH2:33][CH2:32][CH2:31][CH2:30][CH2:29]1.B(Br)(Br)Br. (6) The reactants are: [H-].[Na+].[N+:3]([C:6]1[CH:12]=[CH:11][CH:10]=[CH:9][C:7]=1[NH2:8])([O-:5])=[O:4].C1(C)C=CC=CC=1.[CH2:20]([O:27][C:28](Cl)=[O:29])[C:21]1[CH:26]=[CH:25][CH:24]=[CH:23][CH:22]=1. Given the product [CH2:20]([O:27][C:28]([NH:8][C:7]1[CH:9]=[CH:10][CH:11]=[CH:12][C:6]=1[N+:3]([O-:5])=[O:4])=[O:29])[C:21]1[CH:26]=[CH:25][CH:24]=[CH:23][CH:22]=1, predict the reactants needed to synthesize it.